From a dataset of Full USPTO retrosynthesis dataset with 1.9M reactions from patents (1976-2016). Predict the reactants needed to synthesize the given product. (1) Given the product [CH2:7]([N:9]1[C:17]2[C:12](=[N:13][CH:14]=[CH:15][CH:16]=2)[N:11]([C:18]2[CH:19]=[CH:20][C:21]([O:22][C:23]3[N:27]([CH2:28][CH2:29][OH:30])[C:26]4[CH:34]=[CH:35][CH:36]=[CH:37][C:25]=4[N:24]=3)=[CH:38][CH:39]=2)[C:10]1=[O:40])[CH3:8], predict the reactants needed to synthesize it. The reactants are: [H-].[Al+3].[Li+].[H-].[H-].[H-].[CH2:7]([N:9]1[C:17]2[C:12](=[N:13][CH:14]=[CH:15][CH:16]=2)[N:11]([C:18]2[CH:39]=[CH:38][C:21]([O:22][C:23]3[N:27]([CH2:28][C:29](OCC)=[O:30])[C:26]4[CH:34]=[CH:35][CH:36]=[CH:37][C:25]=4[N:24]=3)=[CH:20][CH:19]=2)[C:10]1=[O:40])[CH3:8].[Cl-].[Cl-].[Ca+2]. (2) Given the product [Br:33][CH2:1][C:2]1[C:11]([B:12]2[O:16][C:15]([CH3:18])([CH3:17])[C:14]([CH3:20])([CH3:19])[O:13]2)=[CH:10][CH:9]=[CH:8][C:3]=1[C:4]([O:6][CH3:7])=[O:5], predict the reactants needed to synthesize it. The reactants are: [CH3:1][C:2]1[C:11]([B:12]2[O:16][C:15]([CH3:18])([CH3:17])[C:14]([CH3:20])([CH3:19])[O:13]2)=[CH:10][CH:9]=[CH:8][C:3]=1[C:4]([O:6][CH3:7])=[O:5].CC(N=NC(C#N)(C)C)(C#N)C.[Br:33]N1C(=O)CCC1=O.